This data is from Reaction yield outcomes from USPTO patents with 853,638 reactions. The task is: Predict the reaction yield, written as a fraction of the theoretical maximum amount of product (1.0 means a 100% yield; for example, 0.34 means a 34% yield). (1) The reactants are Cl.N[C@@H]1[C:11]2[C:6](=[CH:7][CH:8]=[CH:9][CH:10]=2)[CH2:5][C@H:4]1[NH:12][C:13]([C:15]1[NH:19][C:18]2[S:20][C:21]([Cl:23])=[CH:22][C:17]=2[CH:16]=1)=[O:14].I[CH2:25][CH2:26][O:27][CH:28]1[CH2:33][CH2:32][CH2:31][CH2:30][O:29]1.[CH3:34]CN(C(C)C)C(C)C.C[CH2:44][O:45][C:46]([CH3:48])=[O:47].[CH3:49][C:50]([N:52]([CH3:54])C)=[O:51]. No catalyst specified. The product is [Cl:23][C:21]1[S:20][C:18]2[NH:19][C:15]([C:13]([NH:12][C@@H:4]3[CH2:5][C:6]4[C:7](=[CH:8][CH:9]=[CH:10][CH:11]=4)[C@H:54]3[N:52]([C:50]([C@H:49]3[CH2:44][O:45][C:46]([CH3:48])([CH3:34])[O:47]3)=[O:51])[CH2:25][CH2:26][O:27][CH:28]3[CH2:33][CH2:32][CH2:31][CH2:30][O:29]3)=[O:14])=[CH:16][C:17]=2[CH:22]=1. The yield is 0.400. (2) The reactants are Br[C:2]1[C:3](=[O:16])[N:4]([CH3:15])[C:5]([NH:8][C:9]2[CH:14]=[CH:13][CH:12]=[CH:11][CH:10]=2)=[N:6][CH:7]=1.[CH2:17]([O:24][C:25]1[CH:30]=[CH:29][C:28](B(O)O)=[CH:27][C:26]=1[F:34])[C:18]1[CH:23]=[CH:22][CH:21]=[CH:20][CH:19]=1.[Cl-].[Li+]. The catalyst is O1CCOCC1.C([O-])([O-])=O.[Na+].[Na+].C1C=CC([P]([Pd]([P](C2C=CC=CC=2)(C2C=CC=CC=2)C2C=CC=CC=2)([P](C2C=CC=CC=2)(C2C=CC=CC=2)C2C=CC=CC=2)[P](C2C=CC=CC=2)(C2C=CC=CC=2)C2C=CC=CC=2)(C2C=CC=CC=2)C2C=CC=CC=2)=CC=1. The product is [CH2:17]([O:24][C:25]1[CH:30]=[CH:29][C:28]([C:2]2[C:3](=[O:16])[N:4]([CH3:15])[C:5]([NH:8][C:9]3[CH:14]=[CH:13][CH:12]=[CH:11][CH:10]=3)=[N:6][CH:7]=2)=[CH:27][C:26]=1[F:34])[C:18]1[CH:19]=[CH:20][CH:21]=[CH:22][CH:23]=1. The yield is 0.640. (3) The reactants are [Br:1][C:2]1[CH:7]=[CH:6][C:5]([F:8])=[CH:4][N:3]=1.[Li+].CC([N-]C(C)C)C.[CH2:17]([O:19][CH:20]([O:26][CH2:27][CH3:28])[C:21](OCC)=[O:22])[CH3:18].CCOC(C)=O. The catalyst is C1COCC1. The product is [Br:1][C:2]1[CH:7]=[C:6]([C:21](=[O:22])[CH:20]([O:26][CH2:27][CH3:28])[O:19][CH2:17][CH3:18])[C:5]([F:8])=[CH:4][N:3]=1. The yield is 0.920. (4) The reactants are [CH:1]1([C:4]2[C:5]([N:24]([C:29]3[CH:34]=[CH:33][C:32]([N+:35]([O-])=O)=[C:31]([F:38])[CH:30]=3)[S:25]([CH3:28])(=[O:27])=[O:26])=[CH:6][C:7]3[O:11][C:10]([C:12]4[CH:17]=[CH:16][C:15]([F:18])=[CH:14][CH:13]=4)=[C:9]([C:19]([NH:21][CH3:22])=[O:20])[C:8]=3[CH:23]=2)[CH2:3][CH2:2]1. The catalyst is C(OCC)(=O)C.C(O)C. The product is [NH2:35][C:32]1[CH:33]=[CH:34][C:29]([N:24]([C:5]2[C:4]([CH:1]3[CH2:3][CH2:2]3)=[CH:23][C:8]3[C:9]([C:19]([NH:21][CH3:22])=[O:20])=[C:10]([C:12]4[CH:13]=[CH:14][C:15]([F:18])=[CH:16][CH:17]=4)[O:11][C:7]=3[CH:6]=2)[S:25]([CH3:28])(=[O:27])=[O:26])=[CH:30][C:31]=1[F:38]. The yield is 0.900. (5) The reactants are [CH2:1]([Li])[CH2:2][CH2:3][CH3:4].[B:6]([O:11]C)(OC)[O:7]C.Cl. The catalyst is O1CCCC1. The product is [CH:1]1[C:3]2[CH:4]=[C:2]([C:3]3[CH:4]=[CH:3][C:2]([B:6]([OH:11])[OH:7])=[CH:1][CH:4]=3)[C:1]3[C:1](=[CH:1][CH:2]=[CH:3][CH:4]=3)[C:2]=2[CH:4]=[CH:3][CH:2]=1. The yield is 0.740.